Dataset: Reaction yield outcomes from USPTO patents with 853,638 reactions. Task: Predict the reaction yield, written as a fraction of the theoretical maximum amount of product (1.0 means a 100% yield; for example, 0.34 means a 34% yield). (1) The product is [Cl:1][C:2]1[N:3]=[C:4]([C:9]([N:23]2[CH2:22][CH2:21][N:20]([C:24]([O:26][C:27]([CH3:28])([CH3:29])[CH3:30])=[O:25])[CH2:19][CH:18]2[CH2:17][OH:16])=[O:11])[C:5]([F:8])=[CH:6][CH:7]=1. The catalyst is O1CCCC1.O. The reactants are [Cl:1][C:2]1[CH:7]=[CH:6][C:5]([F:8])=[C:4]([C:9]([OH:11])=O)[N:3]=1.S(Cl)(Cl)=O.[OH:16][CH2:17][CH:18]1[NH:23][CH2:22][CH2:21][N:20]([C:24]([O:26][C:27]([CH3:30])([CH3:29])[CH3:28])=[O:25])[CH2:19]1.C(N(CC)CC)C. The yield is 0.469. (2) The reactants are N[C:2]1[CH:3]=[C:4]([N:8]2[C:12]3=[N:13][CH:14]=[N:15][C:16]([NH2:17])=[C:11]3[CH:10]=[N:9]2)[CH:5]=[CH:6][CH:7]=1.[C:18]([OH:23])(=O)[CH2:19][CH2:20][CH3:21].Cl.C[N:26](C)CCCN=C=NCC.ON1C2C=CC=CC=2N=N1. The catalyst is CN(C=O)C.CO. The product is [NH2:17][C:16]1[N:15]=[CH:14][N:13]=[C:12]2[N:8]([C:4]3[CH:3]=[C:2]([CH:19]([CH2:20][CH3:21])[C:18]([NH2:26])=[O:23])[CH:7]=[CH:6][CH:5]=3)[N:9]=[CH:10][C:11]=12. The yield is 0.120. (3) The reactants are [C:1]([NH:7][C:8](=[O:30])[NH:9][C:10]1[N:15]=[CH:14][C:13]([O:16][C:17]2[CH:22]=[CH:21][N:20]=[C:19]([NH:23][C:24](=O)[O:25]C(C)=C)[CH:18]=2)=[CH:12][CH:11]=1)(=[O:6])[C:2]([CH3:5])([CH3:4])[CH3:3].Cl.CN.[CH3:34][N:35]1CCCC1. The catalyst is O1CCOCC1. The product is [CH3:34][NH:35][C:24](=[O:25])[NH:23][C:19]1[CH:18]=[C:17]([O:16][C:13]2[CH:12]=[CH:11][C:10]([NH:9][C:8]([NH:7][C:1](=[O:6])[C:2]([CH3:3])([CH3:5])[CH3:4])=[O:30])=[N:15][CH:14]=2)[CH:22]=[CH:21][N:20]=1. The yield is 1.25. (4) The reactants are [F:1][CH2:2][C:3]([CH2:10][F:11])([CH3:9])[C:4](=O)[CH2:5][C:6]#[N:7].Cl.[C:13]1([NH:19][NH2:20])[CH:18]=[CH:17][CH:16]=[CH:15][CH:14]=1. The catalyst is CCO. The product is [F:1][CH2:2][C:3]([C:4]1[CH:5]=[C:6]([NH2:7])[N:19]([C:13]2[CH:18]=[CH:17][CH:16]=[CH:15][CH:14]=2)[N:20]=1)([CH3:9])[CH2:10][F:11]. The yield is 0.520.